From a dataset of Forward reaction prediction with 1.9M reactions from USPTO patents (1976-2016). Predict the product of the given reaction. (1) Given the reactants P(O[CH2:14][C@H:15]1[O:19][C@@H:18]([N:20]2[C:29]3[N:28]=[CH:27][N:26]=[C:24]([NH2:25])[C:23]=3[N:22]=[CH:21]2)[C@H:17]([OH:30])[C@@H:16]1[OH:31])(OP(OP(O)(O)=O)(O)=O)(=O)O.[Mg+2].[Cl-].[Cl-].N[C@H](C(O)=O)CCSC.[F-:44].[K+], predict the reaction product. The product is: [F:44][CH2:14][C@H:15]1[O:19][C@@H:18]([N:20]2[C:29]3[N:28]=[CH:27][N:26]=[C:24]([NH2:25])[C:23]=3[N:22]=[CH:21]2)[C@H:17]([OH:30])[C@@H:16]1[OH:31]. (2) The product is: [F:38][C:37]1[C:10]([S:7](=[O:9])(=[O:8])[NH:6][C:40]2[CH:45]=[CH:44][N:43]=[CH:42][N:41]=2)=[CH:11][C:12]([CH3:39])=[C:13]([CH:36]=1)[O:14][C@H:15]1[CH2:20][CH2:19][CH2:18][CH2:17][C@@H:16]1[C:21]1[C:22]([NH:32][C:33](=[O:35])[CH3:34])=[N:23][NH:24][CH:25]=1. Given the reactants COC1C=C(OC)C=CC=1C[N:6]([C:40]1[CH:45]=[CH:44][N:43]=[CH:42][N:41]=1)[S:7]([C:10]1[C:37]([F:38])=[CH:36][C:13]([O:14][C@H:15]2[CH2:20][CH2:19][CH2:18][CH2:17][C@@H:16]2[C:21]2[C:22]([NH:32][C:33](=[O:35])[CH3:34])=[N:23][N:24](C3CCCCO3)[CH:25]=2)=[C:12]([CH3:39])[CH:11]=1)(=[O:9])=[O:8].C([SiH](CC)CC)C.FC(F)(F)C(O)=O.ClCCl, predict the reaction product. (3) Given the reactants [CH:1]1([N:5]2[CH2:26][CH2:25][C:8]3([CH2:13][CH2:12][N:11]([C:14]4[CH:24]=[CH:23][C:17]([C:18]([O:20]CC)=[O:19])=[CH:16][CH:15]=4)[CH2:10][CH2:9]3)[CH2:7][CH2:6]2)[CH2:4][CH2:3][CH2:2]1.[Li+].[OH-], predict the reaction product. The product is: [CH:1]1([N:5]2[CH2:26][CH2:25][C:8]3([CH2:9][CH2:10][N:11]([C:14]4[CH:15]=[CH:16][C:17]([C:18]([OH:20])=[O:19])=[CH:23][CH:24]=4)[CH2:12][CH2:13]3)[CH2:7][CH2:6]2)[CH2:2][CH2:3][CH2:4]1.